This data is from Reaction yield outcomes from USPTO patents with 853,638 reactions. The task is: Predict the reaction yield, written as a fraction of the theoretical maximum amount of product (1.0 means a 100% yield; for example, 0.34 means a 34% yield). (1) The reactants are C(OC(=O)[NH:7][CH2:8][CH2:9][NH2:10])(C)(C)C.CCN(C(C)C)C(C)C.[Br:21][C:22]1[CH:27]=[CH:26][CH:25]=[CH:24][C:23]=1[S:28](Cl)(=[O:30])=[O:29]. The catalyst is C(Cl)Cl. The product is [NH2:10][CH2:9][CH2:8][NH:7][S:28]([C:23]1[CH:24]=[CH:25][CH:26]=[CH:27][C:22]=1[Br:21])(=[O:30])=[O:29]. The yield is 0.860. (2) The reactants are [F:1][C:2]1[CH:3]=[C:4]([CH:10]([CH2:15][CH:16]2[CH2:21][CH2:20][O:19][CH2:18][CH2:17]2)[C:11](=[O:14])[CH:12]=[CH2:13])[CH:5]=[CH:6][C:7]=1[S:8][CH3:9].[N:22]1[CH:27]=[CH:26][N:25]=[CH:24][C:23]=1[CH:28]=[O:29].C(N(CC)CC)C. The catalyst is C(O)C.[Cl-].C([N+]1C(C)=C(CCO)SC=1)C1C=CC=CC=1.C(OCC)(=O)C. The product is [F:1][C:2]1[CH:3]=[C:4]([CH:10]([CH2:15][CH:16]2[CH2:21][CH2:20][O:19][CH2:18][CH2:17]2)[C:11](=[O:14])[CH2:12][CH2:13][C:28]([C:23]2[CH:24]=[N:25][CH:26]=[CH:27][N:22]=2)=[O:29])[CH:5]=[CH:6][C:7]=1[S:8][CH3:9]. The yield is 0.750.